This data is from Forward reaction prediction with 1.9M reactions from USPTO patents (1976-2016). The task is: Predict the product of the given reaction. Given the reactants [CH3:1][CH:2]([CH3:10])[CH:3]([C@H:5]1[CH2:9][CH2:8][NH:7][CH2:6]1)[NH2:4].[Cl:11][C:12]1[C:17]([C:18]#[N:19])=[CH:16][C:15]([F:20])=[C:14](Cl)[N:13]=1.CCN(C(C)C)C(C)C, predict the reaction product. The product is: [NH2:4][C@H:3]([C@@H:5]1[CH2:9][CH2:8][N:7]([C:14]2[C:15]([F:20])=[CH:16][C:17]([C:18]#[N:19])=[C:12]([Cl:11])[N:13]=2)[CH2:6]1)[CH:2]([CH3:10])[CH3:1].